This data is from Reaction yield outcomes from USPTO patents with 853,638 reactions. The task is: Predict the reaction yield, written as a fraction of the theoretical maximum amount of product (1.0 means a 100% yield; for example, 0.34 means a 34% yield). (1) The reactants are BrC1C=CC(O)=C([C:8]2[CH:17]=[CH:16][C:15]3[C:10](=[CH:11][CH:12]=[C:13]([C:18]4[N:22]([CH:23]5[CH2:28][CH2:27][CH2:26][CH2:25][CH2:24]5)[C:21]5[CH:29]=[CH:30][C:31]([C:33]([OH:35])=[O:34])=[CH:32][C:20]=5[N:19]=4)[CH:14]=3)[N:9]=2)C=1.[C:37]1([N:43]2[CH:47]=[C:46](C(=O)C)[CH:45]=[N:44]2)[CH:42]=[CH:41][CH:40]=[CH:39][CH:38]=1.[OH-].[K+]. The catalyst is C(O)C. The product is [CH:23]1([N:22]2[C:21]3[CH:20]=[CH:32][C:31]([C:33]([OH:35])=[O:34])=[CH:30][C:29]=3[N:19]=[C:18]2[C:13]2[CH:14]=[C:15]3[C:10](=[CH:11][CH:12]=2)[N:9]=[C:8]([C:46]2[CH:45]=[N:44][N:43]([C:37]4[CH:38]=[CH:39][CH:40]=[CH:41][CH:42]=4)[CH:47]=2)[CH:17]=[CH:16]3)[CH2:24][CH2:25][CH2:26][CH2:27][CH2:28]1. The yield is 0.510. (2) The reactants are C[N+]1([O-])CC[O:5]CC1.[C:9]1(/[CH:15]=[CH:16]/[C:17]2[CH:22]=[CH:21][CH:20]=[CH:19][CH:18]=2)[CH:14]=[CH:13][CH:12]=[CH:11][CH:10]=1.[OH2:23].CC(C)=O.C(#N)C. The catalyst is [O-][Os](=O)(=O)=O.O=[Os](=O)(=O)=O. The product is [C:9]1([C@@H:15]([OH:5])[C@@H:16]([C:17]2[CH:18]=[CH:19][CH:20]=[CH:21][CH:22]=2)[OH:23])[CH:14]=[CH:13][CH:12]=[CH:11][CH:10]=1. The yield is 0.960. (3) The catalyst is CN(C=O)C. The yield is 0.990. The product is [Br:5][C:6]1[CH:7]=[CH:8][C:9]([C:12]([Cl:3])=[O:14])=[N:10][CH:11]=1. The reactants are S(Cl)([Cl:3])=O.[Br:5][C:6]1[CH:7]=[CH:8][C:9]([C:12]([OH:14])=O)=[N:10][CH:11]=1. (4) The reactants are [CH3:1][C@:2]12[C:11]([CH3:13])([CH3:12])[C@H:8]([CH2:9][CH2:10]1)[C:4]1([CH2:7][CH2:6][CH2:5]1)[C:3]2=O.[CH:15]([NH2:17])=[O:16]. The catalyst is C(O)=O. The product is [CH3:1][C:2]12[C:11]([CH3:13])([CH3:12])[CH:8]([CH2:9][CH2:10]1)[C:4]1([CH2:7][CH2:6][CH2:5]1)[CH:3]2[NH:17][CH:15]=[O:16]. The yield is 0.842.